This data is from Reaction yield outcomes from USPTO patents with 853,638 reactions. The task is: Predict the reaction yield, written as a fraction of the theoretical maximum amount of product (1.0 means a 100% yield; for example, 0.34 means a 34% yield). (1) The reactants are C([O:3][C:4](=O)[CH2:5][N:6]1[CH2:12][CH2:11][CH2:10][CH2:9][CH2:8][CH2:7]1)C.[NH2:14][NH2:15]. The catalyst is C(O)C. The product is [N:6]1([CH2:5][C:4]([NH:14][NH2:15])=[O:3])[CH2:12][CH2:11][CH2:10][CH2:9][CH2:8][CH2:7]1. The yield is 0.570. (2) The reactants are [Br:1][C:2]1[CH:10]=[C:9]2[C:5]([CH2:6][CH2:7][C:8]2=[O:11])=[CH:4][CH:3]=1.Br[CH2:13][C:14]1[CH:19]=[CH:18][CH:17]=[CH:16][C:15]=1[CH2:20][CH2:21][CH2:22]Br.[H-].[Na+]. The catalyst is C1COCC1. The product is [Br:1][C:2]1[CH:10]=[C:9]2[C:5]([CH2:6][C:7]3([CH2:22][CH2:21][CH2:20][C:15]4[CH:16]=[CH:17][CH:18]=[CH:19][C:14]=4[CH2:13]3)[C:8]2=[O:11])=[CH:4][CH:3]=1. The yield is 0.220. (3) The reactants are Br[CH2:2][C:3]1[C:8]([C:9]([O:11][C:12]([CH3:15])([CH3:14])[CH3:13])=[O:10])=[C:7]([O:16]C(OC(C)(C)C)=O)[C:6]([C:24]([F:27])([F:26])[F:25])=[CH:5][CH:4]=1.[Cl:28][C:29]1[N:34]=[CH:33][C:32]([OH:35])=[CH:31][CH:30]=1. No catalyst specified. The product is [Cl:28][C:29]1[N:34]=[CH:33][C:32]([O:35][CH2:2][C:3]2[C:8]([C:9]([O:11][C:12]([CH3:15])([CH3:13])[CH3:14])=[O:10])=[C:7]([OH:16])[C:6]([C:24]([F:25])([F:26])[F:27])=[CH:5][CH:4]=2)=[CH:31][CH:30]=1. The yield is 0.840. (4) The reactants are [Cl:1][C:2]1[C:3]([F:10])=[C:4]([CH2:8][NH2:9])[CH:5]=[CH:6][CH:7]=1.[CH2:11]([O:13][CH:14]([O:19][CH2:20][CH3:21])[C:15](=[NH:18])OC)[CH3:12]. The catalyst is CO. The product is [Cl:1][C:2]1[C:3]([F:10])=[C:4]([CH:5]=[CH:6][CH:7]=1)[CH2:8][NH:9][C:15](=[NH:18])[CH:14]([O:19][CH2:20][CH3:21])[O:13][CH2:11][CH3:12]. The yield is 0.650.